Dataset: Forward reaction prediction with 1.9M reactions from USPTO patents (1976-2016). Task: Predict the product of the given reaction. (1) Given the reactants [NH2:1][C:2]1[C:3]([C:9]([NH:11][CH3:12])=[O:10])=[N:4][C:5](Br)=[CH:6][N:7]=1.CN(C)C=O.ClCCl.[NH2:21][C:22]1[CH:23]=[C:24](B(O)O)[CH:25]=[CH:26][CH:27]=1.C(N(CC)CC)C, predict the reaction product. The product is: [NH2:1][C:2]1[C:3]([C:9]([NH:11][CH3:12])=[O:10])=[N:4][C:5]([C:26]2[CH:25]=[CH:24][CH:23]=[C:22]([NH2:21])[CH:27]=2)=[CH:6][N:7]=1. (2) Given the reactants [Cl:1][C:2]1[CH:3]=[C:4]([Mg]Br)[CH:5]=[CH:6][C:7]=1[Cl:8].C[CH:12]1[CH2:17][CH2:16][C:15](=O)[C:14]([C:19]([OH:21])=[O:20])=[C:13]1[CH3:22].[Cl-].[NH4+].[CH2:25]1COCC1, predict the reaction product. The product is: [Cl:1][C:2]1[CH:3]=[C:4]([CH:15]2[CH2:16][CH2:17][CH2:12][CH:13]([CH3:22])[CH:14]2[C:19]([O:21][CH3:25])=[O:20])[CH:5]=[CH:6][C:7]=1[Cl:8]. (3) Given the reactants [F:1][C:2]1[CH:7]=[CH:6][C:5]([C:8]2([OH:18])[CH2:17][CH2:16][C:11]3(OCC[O:12]3)[CH2:10][CH2:9]2)=[CH:4][CH:3]=1.Cl.CCOC(C)=O.C([O-])(O)=O.[Na+], predict the reaction product. The product is: [F:1][C:2]1[CH:3]=[CH:4][C:5]([C:8]2([OH:18])[CH2:9][CH2:10][C:11](=[O:12])[CH2:16][CH2:17]2)=[CH:6][CH:7]=1. (4) Given the reactants [Cl:1][C:2]1[C:7](N)=[CH:6][CH:5]=[CH:4][N:3]=1.ClC1([S:16](Cl)(=[O:18])=[O:17])C=CC=CN1.[N:20]([O-])=O.[Na+].S(Cl)(Cl)(=O)=O.C(NCC1C=CC=CC=1)C1C=CC=CC=1, predict the reaction product. The product is: [Cl:1][C:2]1[C:7]([S:16]([NH2:20])(=[O:18])=[O:17])=[CH:6][CH:5]=[CH:4][N:3]=1. (5) Given the reactants [Si:1]([O:18][CH2:19][CH2:20][C:21]([NH2:23])=[NH:22])([C:14]([CH3:17])([CH3:16])[CH3:15])([C:8]1[CH:13]=[CH:12][CH:11]=[CH:10][CH:9]=1)[C:2]1[CH:7]=[CH:6][CH:5]=[CH:4][CH:3]=1.CN([CH:27]=[C:28]1[C:33](=[O:34])[CH2:32][CH2:31][CH2:30][C:29]1=O)C, predict the reaction product. The product is: [Si:1]([O:18][CH2:19][CH2:20][C:21]1[N:23]=[CH:27][C:28]2[C:33](=[O:34])[CH2:32][CH2:31][CH2:30][C:29]=2[N:22]=1)([C:14]([CH3:17])([CH3:15])[CH3:16])([C:8]1[CH:13]=[CH:12][CH:11]=[CH:10][CH:9]=1)[C:2]1[CH:3]=[CH:4][CH:5]=[CH:6][CH:7]=1. (6) Given the reactants [CH2:1]([O:3][C:4](=[O:30])[CH2:5][N:6]1[C:14]2[CH2:13][CH2:12][CH2:11][C@@H:10]([NH:15][S:16]([C:19]3[CH:24]=[C:23]([C:25]([F:28])([F:27])[F:26])[CH:22]=[C:21](Br)[CH:20]=3)(=[O:18])=[O:17])[C:9]=2[CH:8]=[N:7]1)[CH3:2].[CH3:31][C:32](C)([O-])[CH3:33].[K+].C(B1OC(C)(C)C(C)(C)O1)(C)=C.[Cl-].[NH4+], predict the reaction product. The product is: [CH2:1]([O:3][C:4](=[O:30])[CH2:5][N:6]1[C:14]2[CH2:13][CH2:12][CH2:11][C@@H:10]([NH:15][S:16]([C:19]3[CH:24]=[C:23]([C:25]([F:28])([F:27])[F:26])[CH:22]=[C:21]([C:32]([CH3:33])=[CH2:31])[CH:20]=3)(=[O:18])=[O:17])[C:9]=2[CH:8]=[N:7]1)[CH3:2]. (7) Given the reactants [CH2:1]([N:3]1[C:7]2[CH:8]=[CH:9][CH:10]=[CH:11][C:6]=2[NH:5][C:4]1=[O:12])[CH3:2].[H-].[Na+].[Cl:15][C:16]1[CH:17]=[C:18]([C:23]([NH:25][C@H:26]2[CH2:31][CH2:30][C@H:29]([CH2:32]OS(C)(=O)=O)[CH2:28][CH2:27]2)=[O:24])[C:19]([CH3:22])=[N:20][CH:21]=1, predict the reaction product. The product is: [Cl:15][C:16]1[CH:21]=[N:20][C:19]([CH3:22])=[C:18]([CH:17]=1)[C:23]([NH:25][C@H:26]1[CH2:27][CH2:28][C@H:29]([CH2:32][N:5]2[C:6]3[CH:11]=[CH:10][CH:9]=[CH:8][C:7]=3[N:3]([CH2:1][CH3:2])[C:4]2=[O:12])[CH2:30][CH2:31]1)=[O:24]. (8) Given the reactants [CH:1]1([NH:9][C:10]([NH2:12])=[S:11])[CH2:8][CH2:7][CH2:6][CH2:5][CH2:4][CH2:3][CH2:2]1.Br[C:14]1([C:20](OC)=[O:21])[CH2:19][CH2:18][CH2:17][CH2:16][CH2:15]1, predict the reaction product. The product is: [CH:1]1([NH:9][C:10]2[S:11][C:14]3([CH2:19][CH2:18][CH2:17][CH2:16][CH2:15]3)[C:20](=[O:21])[N:12]=2)[CH2:8][CH2:7][CH2:6][CH2:5][CH2:4][CH2:3][CH2:2]1.